This data is from Full USPTO retrosynthesis dataset with 1.9M reactions from patents (1976-2016). The task is: Predict the reactants needed to synthesize the given product. Given the product [Br:18][C:19]1[CH:24]=[CH:23][C:22]([O:25][CH3:26])=[C:21]([CH2:27][CH2:1][C:2]2[S:3][CH:4]=[CH:5][C:6]=2[C:7]([OH:9])=[O:8])[CH:20]=1, predict the reactants needed to synthesize it. The reactants are: [CH3:1][C:2]1[S:3][CH:4]=[CH:5][C:6]=1[C:7]([OH:9])=[O:8].C([N-]C(C)C)(C)C.[Li+].[Br:18][C:19]1[CH:24]=[CH:23][C:22]([O:25][CH3:26])=[C:21]([CH2:27]Br)[CH:20]=1.CO.